This data is from Peptide-MHC class I binding affinity with 185,985 pairs from IEDB/IMGT. The task is: Regression. Given a peptide amino acid sequence and an MHC pseudo amino acid sequence, predict their binding affinity value. This is MHC class I binding data. (1) The peptide sequence is ILGRYLPEF. The MHC is HLA-B15:01 with pseudo-sequence HLA-B15:01. The binding affinity (normalized) is 0.536. (2) The MHC is Mamu-A01 with pseudo-sequence Mamu-A01. The peptide sequence is STPESANQ. The binding affinity (normalized) is 0.123. (3) The peptide sequence is KYYLAYTSY. The MHC is HLA-B57:01 with pseudo-sequence HLA-B57:01. The binding affinity (normalized) is 0.0847. (4) The peptide sequence is ISLKNYGI. The MHC is Mamu-A02 with pseudo-sequence Mamu-A02. The binding affinity (normalized) is 0.0767. (5) The peptide sequence is SIMKNTTSA. The MHC is HLA-A02:01 with pseudo-sequence HLA-A02:01. The binding affinity (normalized) is 0.465. (6) The peptide sequence is RRYTRRISL. The MHC is HLA-C07:01 with pseudo-sequence YDSGYRENYRQADVSNLYLRYDSYTLAALAYTWY. The binding affinity (normalized) is 0.763.